The task is: Regression. Given a peptide amino acid sequence and an MHC pseudo amino acid sequence, predict their binding affinity value. This is MHC class II binding data.. This data is from Peptide-MHC class II binding affinity with 134,281 pairs from IEDB. The peptide sequence is YESYKFIPALEAA. The MHC is HLA-DPA10103-DPB10401 with pseudo-sequence HLA-DPA10103-DPB10401. The binding affinity (normalized) is 0.276.